This data is from Full USPTO retrosynthesis dataset with 1.9M reactions from patents (1976-2016). The task is: Predict the reactants needed to synthesize the given product. Given the product [F:14][C:13]([F:16])([F:15])[C:10]([CH2:12][NH:37][C:32]1[CH:33]=[CH:34][CH:35]=[C:36]2[C:31]=1[CH:30]=[N:29][N:28]2[C:22]1[CH:23]=[CH:24][CH:25]=[CH:26][CH:27]=1)([OH:11])[CH2:9][C:8]([C:6]1[CH:7]=[C:2]([F:1])[CH:3]=[CH:4][C:5]=1[O:19][CH3:20])([CH3:18])[CH3:17], predict the reactants needed to synthesize it. The reactants are: [F:1][C:2]1[CH:3]=[CH:4][C:5]([O:19][CH3:20])=[C:6]([C:8]([CH3:18])([CH3:17])[CH2:9][C:10]2([C:13]([F:16])([F:15])[F:14])[CH2:12][O:11]2)[CH:7]=1.Cl.[C:22]1([N:28]2[C:36]3[CH:35]=[CH:34][CH:33]=[C:32]([NH2:37])[C:31]=3[CH:30]=[N:29]2)[CH:27]=[CH:26][CH:25]=[CH:24][CH:23]=1.